This data is from Full USPTO retrosynthesis dataset with 1.9M reactions from patents (1976-2016). The task is: Predict the reactants needed to synthesize the given product. (1) Given the product [CH3:32][N:33]1[C:37]([CH2:38][NH:1][C:2]2[CH:7]=[C:6]([C:8]([F:11])([F:9])[F:10])[CH:5]=[CH:4][C:3]=2[C:12]2[N:17]=[CH:16][N:15]=[C:14]([O:18][C:19]3[C:24]4[N:25]=[C:26]([NH:28][C:29](=[O:31])[CH3:30])[S:27][C:23]=4[CH:22]=[CH:21][CH:20]=3)[CH:13]=2)=[CH:36][N:35]=[CH:34]1, predict the reactants needed to synthesize it. The reactants are: [NH2:1][C:2]1[CH:7]=[C:6]([C:8]([F:11])([F:10])[F:9])[CH:5]=[CH:4][C:3]=1[C:12]1[N:17]=[CH:16][N:15]=[C:14]([O:18][C:19]2[C:24]3[N:25]=[C:26]([NH:28][C:29](=[O:31])[CH3:30])[S:27][C:23]=3[CH:22]=[CH:21][CH:20]=2)[CH:13]=1.[CH3:32][N:33]1[C:37]([CH:38]=O)=[CH:36][N:35]=[CH:34]1. (2) The reactants are: [Br:1][C:2]1[CH:7]=[CH:6][CH:5]=[C:4]([CH2:8]Br)[C:3]=1[CH2:10][CH3:11].[P:12]([O:19]CC)([O:16][CH2:17][CH3:18])[O:13][CH2:14][CH3:15]. Given the product [Br:1][C:2]1[C:3]([CH2:10][CH3:11])=[C:4]([CH2:8][P:12](=[O:19])([O:16][CH2:17][CH3:18])[O:13][CH2:14][CH3:15])[CH:5]=[CH:6][CH:7]=1, predict the reactants needed to synthesize it. (3) Given the product [NH:25]1[C:21]([C:17]2[CH:16]=[C:15]([NH:14][S:10]([C:2]3[O:1][C:5]4[CH:6]=[CH:7][CH:8]=[CH:9][C:4]=4[CH:3]=3)(=[O:12])=[O:11])[CH:20]=[CH:19][CH:18]=2)=[N:22][N:23]=[N:24]1, predict the reactants needed to synthesize it. The reactants are: [O:1]1[C:5]2[CH:6]=[CH:7][CH:8]=[CH:9][C:4]=2[CH:3]=[C:2]1[S:10](Cl)(=[O:12])=[O:11].[NH2:14][C:15]1[CH:16]=[C:17]([C:21]2[NH:25][N:24]=[N:23][N:22]=2)[CH:18]=[CH:19][CH:20]=1. (4) Given the product [Br:10][C:3]1[C:4](=[O:9])[NH:5][C:6](=[O:8])[NH:7][C:2]=1[Cl:1], predict the reactants needed to synthesize it. The reactants are: [Cl:1][C:2]1[NH:7][C:6](=[O:8])[NH:5][C:4](=[O:9])[CH:3]=1.[Br:10]Br. (5) Given the product [ClH:1].[OH:23][C:20]1[CH:21]=[CH:22][C:16]2[C:15]([O:25][C:26]3[CH:31]=[CH:30][C:29]([O:32][CH2:33][CH2:34][N:35]4[CH2:36][CH2:37][CH2:38][CH2:39][CH2:40]4)=[CH:28][CH:27]=3)=[C:14]([C:11]3[CH:10]=[CH:9][C:8]([C:7]([NH:6][CH2:2][CH:3]([CH3:5])[CH3:4])=[O:41])=[CH:13][CH:12]=3)[S:18][C:17]=2[CH:19]=1, predict the reactants needed to synthesize it. The reactants are: [ClH:1].[CH2:2]([NH:6][C:7](=[O:41])[C:8]1[CH:13]=[CH:12][C:11]([C:14]2[S:18][C:17]3[CH:19]=[C:20]([O:23]C)[CH:21]=[CH:22][C:16]=3[C:15]=2[O:25][C:26]2[CH:31]=[CH:30][C:29]([O:32][CH2:33][CH2:34][N:35]3[CH2:40][CH2:39][CH2:38][CH2:37][CH2:36]3)=[CH:28][CH:27]=2)=[CH:10][CH:9]=1)[CH:3]([CH3:5])[CH3:4].B(Br)(Br)Br.C(C(C(C([O-])=O)O)O)([O-])=O.[K+].[Na+]. (6) Given the product [C:4]([O:3][C:1]([N:8]1[CH2:14][CH2:13][CH2:12][N:11]([CH:16]([CH3:18])[CH3:15])[CH2:10][CH2:9]1)=[O:2])([CH3:7])([CH3:6])[CH3:5], predict the reactants needed to synthesize it. The reactants are: [C:1]([N:8]1[CH2:14][CH2:13][CH2:12][NH:11][CH2:10][CH2:9]1)([O:3][C:4]([CH3:7])([CH3:6])[CH3:5])=[O:2].[CH3:15][C:16]([CH3:18])=O.[BH-](OC(C)=O)(OC(C)=O)OC(C)=O.[Na+]. (7) Given the product [C:1]([O:5][C:6]([N:8]1[CH2:13][C:12]([NH:14][C:15]([O:17][C:18]([CH3:21])([CH3:20])[CH3:19])=[O:16])=[N:11][C:10]([C:25]2[CH:30]=[C:29]([NH2:34])[CH:28]=[CH:27][C:26]=2[F:32])([CH:22]([F:24])[F:23])[CH2:9]1)=[O:7])([CH3:4])([CH3:3])[CH3:2], predict the reactants needed to synthesize it. The reactants are: [C:1]([O:5][C:6]([N:8]1[CH2:13][C:12]([NH:14][C:15]([O:17][C:18]([CH3:21])([CH3:20])[CH3:19])=[O:16])=[N:11][C:10]([C:25]2[CH:30]=[C:29](Br)[CH:28]=[CH:27][C:26]=2[F:32])([CH:22]([F:24])[F:23])[CH2:9]1)=[O:7])([CH3:4])([CH3:3])[CH3:2].C[N:34](C)[C@@H]1CCCC[C@H]1N.[N-]=[N+]=[N-].[Na+].[Na].O=C1O[C@H]([C@H](CO)O)C(O)=C1O. (8) Given the product [OH:66][CH2:65][CH2:64][CH2:63][CH2:59][CH2:58][O:60][C:61]1[C:17]([Se:30][C:31]#[C:32][C:33]([CH3:38])=[CH:34][C:35]([O:37][CH2:40][CH3:41])=[O:36])=[CH:18][C:19]2[C:20]([CH3:28])([CH3:29])[CH2:21][CH2:22][C:23]([CH3:27])([CH3:26])[C:24]=2[CH:62]=1, predict the reactants needed to synthesize it. The reactants are: [Si](OCCCCCOCC1[C:17]([Se:30][C:31]#[C:32][C:33]([CH3:38])=[CH:34][C:35]([OH:37])=[O:36])=[CH:18][C:19]2[C:20]([CH3:29])([CH3:28])[CH2:21][CH2:22][C:23]([CH3:27])([CH3:26])[C:24]=2C=1)(C(C)(C)C)(C)C.[F-].[CH2:40]([N+](CCCC)(CCCC)CCCC)[CH2:41]CC.Cl.[CH2:58]([O:60][CH2:61][CH3:62])[CH3:59].[CH2:63]1C[O:66][CH2:65][CH2:64]1. (9) Given the product [Cl:23][C:20]1[CH:21]=[CH:22][C:17]([CH2:16][C:12]2[N:11]3[CH2:30][CH2:31][N:32]([CH:35]([CH3:37])[CH3:36])[C:33](=[O:34])[C:10]3=[C:9]([OH:8])[C:14](=[O:15])[N:13]=2)=[C:18]([C:24]2[CH:25]=[CH:26][N:27]=[CH:28][CH:29]=2)[CH:19]=1, predict the reactants needed to synthesize it. The reactants are: C([O:8][C:9]1[C:14](=[O:15])[N:13]=[C:12]([CH2:16][C:17]2[CH:22]=[CH:21][C:20]([Cl:23])=[CH:19][C:18]=2[C:24]2[CH:29]=[CH:28][N:27]=[CH:26][CH:25]=2)[N:11]2[CH2:30][CH2:31][N:32]([CH:35]([CH3:37])[CH3:36])[C:33](=[O:34])[C:10]=12)C1C=CC=CC=1.OS(O)(=O)=O. (10) The reactants are: C(OC([N:8]1[CH2:13][CH2:12][CH:11]([N:14]2[C:18]3[CH:19]=[CH:20][C:21]([CH3:23])=[CH:22][C:17]=3[N:16]=[C:15]2[CH:24]2[CH2:26][CH2:25]2)[CH:10]([O:27][CH3:28])[CH2:9]1)=O)(C)(C)C.[ClH:29].O1CCOCC1. Given the product [ClH:29].[CH:24]1([C:15]2[N:14]([CH:11]3[CH2:12][CH2:13][NH:8][CH2:9][CH:10]3[O:27][CH3:28])[C:18]3[CH:19]=[CH:20][C:21]([CH3:23])=[CH:22][C:17]=3[N:16]=2)[CH2:25][CH2:26]1, predict the reactants needed to synthesize it.